From a dataset of Reaction yield outcomes from USPTO patents with 853,638 reactions. Predict the reaction yield, written as a fraction of the theoretical maximum amount of product (1.0 means a 100% yield; for example, 0.34 means a 34% yield). (1) The reactants are [CH3:1][N:2]1[CH2:7][CH2:6][N:5]([C:8]2[CH:9]=[C:10]([C:14]3[C:15]([NH2:19])=[N:16][NH:17][CH:18]=3)[CH:11]=[CH:12][CH:13]=2)[CH2:4][CH2:3]1.C[N:21](C)/[CH:22]=[C:23](/[C:26]1[CH:31]=[CH:30][CH:29]=[C:28]([N+:32]([O-:34])=[O:33])[CH:27]=1)\[C:24]#N.C(O)CCC.C([O-])(O)=O.[Na+]. The product is [CH3:1][N:2]1[CH2:7][CH2:6][N:5]([C:8]2[CH:9]=[C:10]([C:14]3[CH:18]=[N:17][N:16]4[C:22]([NH2:21])=[C:23]([C:26]5[CH:31]=[CH:30][CH:29]=[C:28]([N+:32]([O-:34])=[O:33])[CH:27]=5)[CH:24]=[N:19][C:15]=34)[CH:11]=[CH:12][CH:13]=2)[CH2:4][CH2:3]1. The yield is 0.440. The catalyst is CC(O)=O. (2) The reactants are [Br:1][C:2]1[CH:3]=[N:4][C:5]([C:8]2[CH:13]=[CH:12][C:11]([CH2:14][C@H:15]([NH:19][C:20]([C:22]3[S:23][C:24]([C:27]([CH3:30])([CH3:29])[CH3:28])=[CH:25][CH:26]=3)=[O:21])[C:16]([OH:18])=O)=[CH:10][CH:9]=2)=[N:6][CH:7]=1.CCN([CH:37]([CH3:39])[CH3:38])C(C)C.Cl.C([N:45]1[CH2:52][CH2:51][CH2:50][C@H:46]1[C:47]([OH:49])=[O:48])(C)(C)C.[CH3:53]N(C(ON1N=NC2C=CC=NC1=2)=[N+](C)C)C.F[P-](F)(F)(F)(F)F. The catalyst is CN(C=O)C.C(=O)(O)[O-].[Na+]. The product is [Br:1][C:2]1[CH:7]=[N:6][C:5]([C:8]2[CH:13]=[CH:12][C:11]([CH2:14][C@H:15]([NH:19][C:20]([C:22]3[S:23][C:24]([C:27]([CH3:29])([CH3:28])[CH3:30])=[CH:25][CH:26]=3)=[O:21])[C:16]([N:45]3[CH2:52][CH2:51][CH2:50][C@H:46]3[C:47]([O:49][C:37]([CH3:39])([CH3:53])[CH3:38])=[O:48])=[O:18])=[CH:10][CH:9]=2)=[N:4][CH:3]=1. The yield is 0.810. (3) The reactants are Br[C:2]1[CH:3]=[N:4][CH:5]=[N:6][CH:7]=1.[CH3:8][O:9][C:10]1[CH:17]=[CH:16][C:13]([CH2:14][NH2:15])=[CH:12][CH:11]=1. No catalyst specified. The product is [CH3:8][O:9][C:10]1[CH:17]=[CH:16][C:13]([CH2:14][NH:15][C:2]2[CH:3]=[N:4][CH:5]=[N:6][CH:7]=2)=[CH:12][CH:11]=1. The yield is 0.850.